Dataset: Forward reaction prediction with 1.9M reactions from USPTO patents (1976-2016). Task: Predict the product of the given reaction. Given the reactants [CH3:1][O:2][C:3](=[O:42])[CH2:4][C@H:5]([OH:41])[CH2:6][C:7](=[O:40])[CH:8]=[CH:9][C:10]1[N:11]([CH:37]([CH3:39])[CH3:38])[C:12]([C:28](=[O:36])[NH:29][C:30]2[CH:35]=[CH:34][CH:33]=[CH:32][CH:31]=2)=[C:13]([C:22]2[CH:27]=[CH:26][CH:25]=[CH:24][CH:23]=2)[C:14]=1[C:15]1[CH:20]=[CH:19][C:18]([F:21])=[CH:17][CH:16]=1.C(B(CC)OC)C.[BH4-].[Na+], predict the reaction product. The product is: [CH3:1][O:2][C:3](=[O:42])[CH2:4][C@H:5]([OH:41])[CH2:6][C@H:7]([OH:40])[CH:8]=[CH:9][C:10]1[N:11]([CH:37]([CH3:38])[CH3:39])[C:12]([C:28](=[O:36])[NH:29][C:30]2[CH:35]=[CH:34][CH:33]=[CH:32][CH:31]=2)=[C:13]([C:22]2[CH:27]=[CH:26][CH:25]=[CH:24][CH:23]=2)[C:14]=1[C:15]1[CH:20]=[CH:19][C:18]([F:21])=[CH:17][CH:16]=1.